Dataset: HIV replication inhibition screening data with 41,000+ compounds from the AIDS Antiviral Screen. Task: Binary Classification. Given a drug SMILES string, predict its activity (active/inactive) in a high-throughput screening assay against a specified biological target. (1) The drug is CCCCN(CCCC)C(=O)C(CC(=O)c1cccc2ccccc12)=NNC(=O)c1cc2ccccc2cc1O. The result is 0 (inactive). (2) The result is 0 (inactive). The compound is COc1cccc(C=C(C#N)C(=O)c2ccccc2)c1. (3) The molecule is O=C(NC1c2ccsc2C(=NO)C1O)C(F)(F)F. The result is 0 (inactive). (4) The compound is O=C1CCC2c3[nH]c4ccccc4c3CCN12. The result is 0 (inactive). (5) The drug is CC(=O)Oc1cc(O)c2c(=O)c(OC(C)=O)c(-c3ccc(OC(C)=O)c(OC(C)=O)c3)oc2c1. The result is 0 (inactive). (6) The compound is Cc1ccc2ccc(-c3ccccc3)c3c2c1C(=O)c1ccccc1C3=O. The result is 0 (inactive).